Dataset: Cav3 T-type calcium channel HTS with 100,875 compounds. Task: Binary Classification. Given a drug SMILES string, predict its activity (active/inactive) in a high-throughput screening assay against a specified biological target. (1) The molecule is s1c(nnc1NC(=O)C1Oc2c(OC1)cccc2)C(CC)CC. The result is 1 (active). (2) The drug is O(Cc1n(nnc1C(=O)N)c1nonc1N)C. The result is 0 (inactive). (3) The drug is Brc1oc(C(=O)N(C(C)C)Cc2onc(n2)c2ccccc2)cc1. The result is 0 (inactive). (4) The drug is Clc1c(CSc2n3c(=NC(CCC(=O)NCc4occc4)C3=O)c3c(n2)cccc3)cccc1. The result is 1 (active). (5) The drug is O=C1N(CCC1)CN(c1noc(c1)C)C(=O)c1cc(OC)c(OC)cc1. The result is 0 (inactive). (6) The drug is O=C/1N(C2CCCCC2)C(=O)NC(=O)C1=C(\NC1CC1)CC. The result is 0 (inactive). (7) The compound is Clc1cc(N2CCN(CC2)Cc2onc(n2)c2ccccc2)ccc1. The result is 0 (inactive).